Dataset: Full USPTO retrosynthesis dataset with 1.9M reactions from patents (1976-2016). Task: Predict the reactants needed to synthesize the given product. (1) Given the product [OH:5][CH:4]([C:6]1[CH:11]=[CH:10][CH:9]=[C:8]([OH:12])[CH:7]=1)[CH2:3][CH2:2][NH:1][C:24](=[O:25])[O:23][C:20]([CH3:22])([CH3:21])[CH3:19], predict the reactants needed to synthesize it. The reactants are: [NH2:1][CH2:2][CH2:3][CH:4]([C:6]1[CH:7]=[C:8]([OH:12])[CH:9]=[CH:10][CH:11]=1)[OH:5].C([O-])([O-])=O.[K+].[K+].[CH3:19][C:20]([O:23][C:24](O[C:24]([O:23][C:20]([CH3:22])([CH3:21])[CH3:19])=[O:25])=[O:25])([CH3:22])[CH3:21]. (2) Given the product [C:1]([O:5][C:6]([N:8]1[CH2:11][CH:10]([O:12][C:13]2[CH:18]=[C:17]([C:25]3[CH:26]=[CH:27][CH:28]=[CH:29][C:24]=3[C:23]([F:34])([F:33])[F:22])[CH:16]=[CH:15][C:14]=2[O:20][CH3:21])[CH2:9]1)=[O:7])([CH3:4])([CH3:3])[CH3:2], predict the reactants needed to synthesize it. The reactants are: [C:1]([O:5][C:6]([N:8]1[CH2:11][CH:10]([O:12][C:13]2[CH:18]=[C:17](Br)[CH:16]=[CH:15][C:14]=2[O:20][CH3:21])[CH2:9]1)=[O:7])([CH3:4])([CH3:3])[CH3:2].[F:22][C:23]([F:34])([F:33])[C:24]1[CH:29]=[CH:28][CH:27]=[CH:26][C:25]=1B(O)O.[O-]P([O-])([O-])=O.[K+].[K+].[K+].C1(C)C=CC=CC=1. (3) Given the product [N+:15]([C:10]1[CH:11]=[CH:12][CH:13]=[C:14]2[C:9]=1[N:8]=[CH:7][N:6]=[C:5]2[N:2]([CH3:3])[CH3:1])([O-:17])=[O:16], predict the reactants needed to synthesize it. The reactants are: [CH3:1][NH:2][CH3:3].Cl[C:5]1[C:14]2[C:9](=[C:10]([N+:15]([O-:17])=[O:16])[CH:11]=[CH:12][CH:13]=2)[N:8]=[CH:7][N:6]=1. (4) Given the product [F:27][C:26]1[CH:25]=[CH:24][CH:23]=[CH:22][C:21]=1[CH:16]1[CH2:15][CH2:14][C:13]2[C:18](=[CH:19][CH:20]=[C:11]([O:10][C:7]3[CH:6]=[CH:5][C:4]([N+:1]([O-:3])=[O:2])=[CH:9][N:8]=3)[CH:12]=2)[O:17]1, predict the reactants needed to synthesize it. The reactants are: [N+:1]([C:4]1[CH:5]=[CH:6][C:7]([O:10][C:11]2[CH:12]=[C:13]3[C:18](=[CH:19][CH:20]=2)[O:17][CH:16]([C:21]2[CH:26]=[CH:25][CH:24]=[CH:23][CH:22]=2)[CH2:15][CH2:14]3)=[N:8][CH:9]=1)([O-:3])=[O:2].[F:27]C1C=CC=CC=1C1CCC2C(=CC=C(O)C=2)O1. (5) Given the product [S:1]1[C:5]2[CH:6]=[CH:7][CH:8]=[CH:9][C:4]=2[N:3]=[C:2]1[NH:10][C:11]([C:13]1[CH:14]=[CH:15][CH:16]=[C:17]2[C:22]=1[CH2:21][N:20]([C:23]1[N:28]=[C:27]([C:29]([OH:31])=[O:30])[C:26]([C:36]3[CH:40]=[N:39][N:38]([CH2:50][C:51]4[CH:56]=[CH:55][CH:54]=[C:53]([Cl:57])[CH:52]=4)[CH:37]=3)=[CH:25][CH:24]=1)[CH2:19][CH2:18]2)=[O:12], predict the reactants needed to synthesize it. The reactants are: [S:1]1[C:5]2[CH:6]=[CH:7][CH:8]=[CH:9][C:4]=2[N:3]=[C:2]1[N:10](COCC[Si](C)(C)C)[C:11]([C:13]1[CH:14]=[CH:15][CH:16]=[C:17]2[C:22]=1[CH2:21][N:20]([C:23]1[N:28]=[C:27]([C:29]([O:31]C(C)(C)C)=[O:30])[C:26]([C:36]3[CH:37]=[N:38][NH:39][CH:40]=3)=[CH:25][CH:24]=1)[CH2:19][CH2:18]2)=[O:12].Br[CH2:50][C:51]1[CH:56]=[CH:55][CH:54]=[C:53]([Cl:57])[CH:52]=1.C(=O)([O-])[O-].[Cs+].[Cs+]. (6) Given the product [CH:19]1([CH2:22][N:6]2[C:7](=[O:16])[CH2:8][C:9]3[CH:15]=[CH:14][CH:13]=[CH:12][C:10]=3[C:11]3[CH:1]=[CH:2][CH:3]=[CH:4][C:5]2=3)[CH2:21][CH2:20]1, predict the reactants needed to synthesize it. The reactants are: [CH:1]1[C:11]2[C:10]3[CH:12]=[CH:13][CH:14]=[CH:15][C:9]=3[CH2:8][C:7](=[O:16])[NH:6][C:5]=2[CH:4]=[CH:3][CH:2]=1.[H-].[Na+].[CH:19]1([CH2:22]Br)[CH2:21][CH2:20]1.S([O-])([O-])(=O)=O.[Na+].[Na+]. (7) Given the product [C:30]([C:32]1[CH:33]=[C:34]([CH:38]=[CH:39][C:40]=1[F:41])[C:35]([N:14]([CH:13]1[CH:9]([C:4]2[CH:5]=[CH:6][C:7]([Cl:8])=[C:2]([Cl:1])[CH:3]=2)[CH2:10][N:11]([C:16]([CH:18]2[CH2:19][CH2:20][N:21]([C:24]([C:26]3([CH3:29])[CH2:28][CH2:27]3)=[O:25])[CH2:22][CH2:23]2)=[O:17])[CH2:12]1)[CH3:15])=[O:37])#[N:31], predict the reactants needed to synthesize it. The reactants are: [Cl:1][C:2]1[CH:3]=[C:4]([CH:9]2[CH:13]([NH:14][CH3:15])[CH2:12][N:11]([C:16]([CH:18]3[CH2:23][CH2:22][N:21]([C:24]([C:26]4([CH3:29])[CH2:28][CH2:27]4)=[O:25])[CH2:20][CH2:19]3)=[O:17])[CH2:10]2)[CH:5]=[CH:6][C:7]=1[Cl:8].[C:30]([C:32]1[CH:33]=[C:34]([CH:38]=[CH:39][C:40]=1[F:41])[C:35]([OH:37])=O)#[N:31].